From a dataset of Drug-target binding data from BindingDB using IC50 measurements. Regression. Given a target protein amino acid sequence and a drug SMILES string, predict the binding affinity score between them. We predict pIC50 (pIC50 = -log10(IC50 in M); higher means more potent). Dataset: bindingdb_ic50. (1) The compound is CCCc1cc(C)[nH]c(=O)c1CNC(=O)c1cc(-c2ccnc(N3CCN(C)CC3)c2)cc2c1cnn2C(C)C. The target protein (O14686) has sequence MDSQKLAGEDKDSEPAADGPAASEDPSATESDLPNPHVGEVSVLSSGSPRLQETPQDCSGGPVRRCALCNCGEPSLHGQRELRRFELPFDWPRCPVVSPGGSPGPNEAVLPSEDLSQIGFPEGLTPAHLGEPGGSCWAHHWCAAWSAGVWGQEGPELCGVDKAIFSGISQRCSHCTRLGASIPCRSPGCPRLYHFPCATASGSFLSMKTLQLLCPEHSEGAAYLEEARCAVCEGPGELCDLFFCTSCGHHYHGACLDTALTARKRAGWQCPECKVCQACRKPGNDSKMLVCETCDKGYHTFCLKPPMEELPAHSWKCKACRVCRACGAGSAELNPNSEWFENYSLCHRCHKAQGGQTIRSVAEQHTPVCSRFSPPEPGDTPTDEPDALYVACQGQPKGGHVTSMQPKEPGPLQCEAKPLGKAGVQLEPQLEAPLNEEMPLLPPPEESPLSPPPEESPTSPPPEASRLSPPPEELPASPLPEALHLSRPLEESPLSPPPEE.... The pIC50 is 4.0. (2) The drug is COc1ccc(-c2cccc(C(CC(=O)O)c3ncc(C)s3)c2)c(F)c1. The target protein sequence is PDQDEIQRLPGLAKQPSFRQYSGYLKGSGSKHLHYWFVESQKDPENSPVVLWLNGGPGCSSLDGLLTEHGPFLVQPDGVTLEYNPYSWNLIANVLYLESPAGVGFSYSDDKFYATNDTEVAQSNFEALQDFFRLFPEYKNNKLFLTGESYAGIYIPTLAVLVMQDPSMNLQGLAVGNGLSSYEQNDNSLVYFAYYHGLLGNRLWSSLQTHCCSQNKCNFYDNKDLECVTNLQEVARIVGNSGLNIYNLYAPCAGGVPSHFRYEKDTVVVQDLGNIFTRLPLKRMWHQALLRSGDKVRMDPPCTNTTAASTYLNNPYVRKALNIPEQLPQWDMCNFLVNLQYRRLYRSMNSQYLKLLSSQKYQILLYNGDVDMACNFMGDEWFVDSLNQKMEVQRRPWLVKYGDSGEQIAGFVKEFSHIAFLTIKGAGHMVPTDKPLAAFTMFSRFLNKQPY. The pIC50 is 6.0. (3) The compound is O=c1[nH]c(=O)c2cc(S(=O)(=O)Nc3ccccc3-c3ccccc3)ccc2[nH]1. The target protein (Q8N6T7) has sequence MSVNYAAGLSPYADKGKCGLPEIFDPPEELERKVWELARLVWQSSSVVFHTGAGISTASGIPDFRGPHGVWTMEERGLAPKFDTTFESARPTQTHMALVQLERVGLLRFLVSQNVDGLHVRSGFPRDKLAELHGNMFVEECAKCKTQYVRDTVVGTMGLKATGRLCTVAKARGLRACRGELRDTILDWEDSLPDRDLALADEASRNADLSITLGTSLQIRPSGNLPLATKRRGGRLVIVNLQPTKHDRHADLRIHGYVDEVMTRLMKHLGLEIPAWDGPRVLERALPPLPRPPTPKLEPKEESPTRINGSIPAGPKQEPCAQHNGSEPASPKRERPTSPAPHRPPKRVKAKAVPS. The pIC50 is 3.9. (4) The small molecule is CCCCCCCCc1nc2c([nH]1)C(=O)N(C)C1=N[C@@H]3CCC[C@@H]3N12. The target protein (Q28156) has sequence MERAGPGSARPQQQWDQDSVEAWLDDHWDFTFSYFVRKGTREMVNAWFAERVHTIPVCKEGIKGHTESCSCPLQPSPRAESSVPGTPTRKISASEFDRPLRPIVIKDSEGTVSFLSDSDKKEQMPLTSPRFDNDEGDQCSRLLELVKDISSHLDVTALCHKIFLHIHGLISADRYSLFLVCEDSSNDKFLISRLFDVAEGSTLEEASNNCIRLEWNKGIVGHVAAFGEPLNIKDAYEDPRFNAEVDQITGYKTQSILCMPIKNHREEVVGVAQAINKKSGNGGTFTEKDEKDFAAYLAFCGIVLHNAQLYETSLLENKRNQVLLDLASLIFEEQQSLEVILKKIAATIISFMQVQKCTIFIVDEDCSDSFSSVFHMECEELEKSSDTLTRERDANRINYMYAQYVKNTMEPLNIPDVSKDKRFPWTNENMGNINQQCIRSLLCTPIKNGKKNKVIGVCQLVNKMEETTGKVKAFNRNDEQFLEAFVIFCGLGIQNTQMYE.... The pIC50 is 7.8. (5) The drug is COCc1cc(O)n2nc(C)c(-c3ccc(Cl)cc3)c2n1. The target protein (P9WNS3) has sequence MLQQIRGPADLQHLSQAQLRELAAEIREFLIHKVAATGGHLGPNLGVVELTLALHRVFDSPHDPIIFDTGHQAYVHKMLTGRSQDFATLRKKGGLSGYPSRAESEHDWVESSHASAALSYADGLAKAFELTGHRNRHVVAVVGDGALTGGMCWEALNNIAASRRPVIIVVNDNGRSYAPTIGGVADHLATLRLQPAYEQALETGRDLVRAVPLVGGLWFRFLHSVKAGIKDSLSPQLLFTDLGLKYVGPVDGHDERAVEVALRSARRFGAPVIVHVVTRKGMGYPPAEADQAEQMHSTVPIDPATGQATKVAGPGWTATFSDALIGYAQKRRDIVAITAAMPGPTGLTAFGQRFPDRLFDVGIAEQHAMTSAAGLAMGGLHPVVAIYSTFLNRAFDQIMMDVALHKLPVTMVLDRAGITGSDGASHNGMWDLSMLGIVPGIRVAAPRDATRLREELGEALDVDDGPTALRFPKGDVGEDISALERRGGVDVLAAPADGLN.... The pIC50 is 3.7. (6) The target protein (O14746) has sequence MPRAPRCRAVRSLLRSHYREVLPLATFVRRLGPQGWRLVQRGDPAAFRALVAQCLVCVPWDARPPPAAPSFRQVSCLKELVARVLQRLCERGAKNVLAFGFALLDGARGGPPEAFTTSVRSYLPNTVTDALRGSGAWGLLLRRVGDDVLVHLLARCALFVLVAPSCAYQVCGPPLYQLGAATQARPPPHASGPRRRLGCERAWNHSVREAGVPLGLPAPGARRRGGSASRSLPLPKRPRRGAAPEPERTPVGQGSWAHPGRTRGPSDRGFCVVSPARPAEEATSLEGALSGTRHSHPSVGRQHHAGPPSTSRPPRPWDTPCPPVYAETKHFLYSSGDKEQLRPSFLLSSLRPSLTGARRLVETIFLGSRPWMPGTPRRLPRLPQRYWQMRPLFLELLGNHAQCPYGVLLKTHCPLRAAVTPAAGVCAREKPQGSVAAPEEEDTDPRRLVQLLRQHSSPWQVYGFVRACLRRLVPPGLWGSRHNERRFLRNTKKFISLGKH.... The small molecule is O=C(CCN1CCOCC1)Nc1ccc2cc3ccc(NC(=O)CCN4CCOCC4)cc3nc2c1. The pIC50 is 4.3.